The task is: Predict the reaction yield, written as a fraction of the theoretical maximum amount of product (1.0 means a 100% yield; for example, 0.34 means a 34% yield).. This data is from Reaction yield outcomes from USPTO patents with 853,638 reactions. (1) The reactants are [NH2:1][CH2:2][CH2:3][C:4]([C:6]1[CH:20]=[CH:19][C:9]2[N:10]=[C:11]([NH:13][C:14]([NH:16][CH2:17][CH3:18])=[O:15])[S:12][C:8]=2[CH:7]=1)=[O:5].C(N(CC)CC)C.[C:28]1([N:34]=[C:35]=[O:36])[CH:33]=[CH:32][CH:31]=[CH:30][CH:29]=1. The catalyst is CN(C=O)C. The product is [C:28]1([NH:34][C:35]([NH:1][CH2:2][CH2:3][C:4]([C:6]2[CH:20]=[CH:19][C:9]3[N:10]=[C:11]([NH:13][C:14]([NH:16][CH2:17][CH3:18])=[O:15])[S:12][C:8]=3[CH:7]=2)=[O:5])=[O:36])[CH:33]=[CH:32][CH:31]=[CH:30][CH:29]=1. The yield is 0.220. (2) The reactants are [CH3:1][O:2][C:3]([CH:5]1[CH2:9][CH2:8][C:7](=[O:10])[NH:6]1)=[O:4].[H-].[Na+].Br[CH2:14][C:15]#[N:16]. The catalyst is CC#N. The product is [CH3:1][O:2][C:3]([CH:5]1[CH2:9][CH2:8][C:7](=[O:10])[N:6]1[CH2:14][C:15]#[N:16])=[O:4]. The yield is 0.290.